This data is from Full USPTO retrosynthesis dataset with 1.9M reactions from patents (1976-2016). The task is: Predict the reactants needed to synthesize the given product. (1) Given the product [CH2:7]([O:14][C:15]([C@@H:17]1[CH2:22][CH2:21][O:20][S:19](=[O:2])(=[O:23])[N:18]1[C:24]([O:26][CH2:27][CH:28]1[C:29]2[CH:30]=[CH:31][CH:32]=[CH:33][C:34]=2[C:35]2[C:40]1=[CH:39][CH:38]=[CH:37][CH:36]=2)=[O:25])=[O:16])[C:8]1[CH:9]=[CH:10][CH:11]=[CH:12][CH:13]=1, predict the reactants needed to synthesize it. The reactants are: I([O-])(=O)(=O)=[O:2].[Na+].[CH2:7]([O:14][C:15]([C@@H:17]1[CH2:22][CH2:21][O:20][S:19](=[O:23])[N:18]1[C:24]([O:26][CH2:27][CH:28]1[C:40]2[CH:39]=[CH:38][CH:37]=[CH:36][C:35]=2[C:34]2[C:29]1=[CH:30][CH:31]=[CH:32][CH:33]=2)=[O:25])=[O:16])[C:8]1[CH:13]=[CH:12][CH:11]=[CH:10][CH:9]=1. (2) Given the product [CH3:7][C@@H:8]1[CH2:9][CH2:10][C@H:11]([N:14]2[CH:18]=[C:17]([CH:19]=[O:20])[N:16]=[CH:15]2)[CH2:12][CH2:13]1, predict the reactants needed to synthesize it. The reactants are: [H-].[Al+3].[Li+].[H-].[H-].[H-].[CH3:7][C@@H:8]1[CH2:13][CH2:12][C@H:11]([N:14]2[CH:18]=[C:17]([C:19](OCC)=[O:20])[N:16]=[CH:15]2)[CH2:10][CH2:9]1.[OH-].[Na+].S([O-])([O-])(=O)=O.[Na+].[Na+]. (3) Given the product [F:1][C:2]([F:15])([F:16])[C:3]1[CH:4]=[C:5]([CH:8]=[C:9]([C:11]([F:14])([F:12])[F:13])[CH:10]=1)[CH2:6][NH:7][CH2:40][C:39]1[C:30]([N:27]2[CH2:26][CH2:25][N:24]([CH2:23][CH:17]3[CH2:22][CH2:21][CH2:20][CH2:19][CH2:18]3)[CH2:29][CH2:28]2)=[N:31][C:32]2[C:37]([CH:38]=1)=[CH:36][CH:35]=[CH:34][CH:33]=2, predict the reactants needed to synthesize it. The reactants are: [F:1][C:2]([F:16])([F:15])[C:3]1[CH:4]=[C:5]([CH:8]=[C:9]([C:11]([F:14])([F:13])[F:12])[CH:10]=1)[CH2:6][NH2:7].[CH:17]1([CH2:23][N:24]2[CH2:29][CH2:28][N:27]([C:30]3[C:39]([CH:40]=O)=[CH:38][C:37]4[C:32](=[CH:33][CH:34]=[CH:35][CH:36]=4)[N:31]=3)[CH2:26][CH2:25]2)[CH2:22][CH2:21][CH2:20][CH2:19][CH2:18]1.C(O)(=O)C.C([BH3-])#N.[Na+]. (4) Given the product [CH3:1][C:2]1[C:3]([NH:8][S:9]([C:12]2[S:13][CH:14]=[CH:15][C:16]=2[C:17]2[CH:18]=[CH:19][C:20]([CH2:23][O:24][C:25]3[CH:30]=[C:29]([CH2:31][CH3:32])[N:28]=[C:27]([CH3:33])[C:26]=3[C:34](=[O:41])[C:35]3[CH:36]=[CH:37][CH:38]=[CH:39][CH:40]=3)=[CH:21][CH:22]=2)(=[O:11])=[O:10])=[N:4][O:5][C:6]=1[CH3:7], predict the reactants needed to synthesize it. The reactants are: [CH3:1][C:2]1[C:3]([N:8](COCCOC)[S:9]([C:12]2[S:13][CH:14]=[CH:15][C:16]=2[C:17]2[CH:22]=[CH:21][C:20]([CH2:23][O:24][C:25]3[CH:30]=[C:29]([CH2:31][CH3:32])[N:28]=[C:27]([CH3:33])[C:26]=3[C:34](=[O:41])[C:35]3[CH:40]=[CH:39][CH:38]=[CH:37][CH:36]=3)=[CH:19][CH:18]=2)(=[O:11])=[O:10])=[N:4][O:5][C:6]=1[CH3:7].C(O)C.Cl.C(=O)(O)[O-].[Na+].